Task: Regression. Given a target protein amino acid sequence and a drug SMILES string, predict the binding affinity score between them. We predict pIC50 (pIC50 = -log10(IC50 in M); higher means more potent). Dataset: bindingdb_ic50.. Dataset: Drug-target binding data from BindingDB using IC50 measurements The drug is O=C(/C=C/c1cnccc1-c1cnn(C2CC2)c1)Nc1ccc(CN2CC3CC(C2)O3)cc1. The target protein (P24863) has sequence MAGNFWQSSHYLQWILDKQDLLKERQKDLKFLSEEEYWKLQIFFTNVIQALGEHLKLRQQVIATATVYFKRFYARYSLKSIDPVLMAPTCVFLASKVEEFGVVSNTRLIAAATSVLKTRFSYAFPKEFPYRMNHILECEFYLLELMDCCLIVYHPYRPLLQYVQDMGQEDMLLPLAWRIVNDTYRTDLCLLYPPFMIALACLHVACVVQQKDARQWFAELSVDMEKILEIIRVILKLYEQWKNFDERKEMATILSKMPKPKPPPNSEGEQGPNGSQNSSYSQS. The pIC50 is 8.2.